From a dataset of TCR-epitope binding with 47,182 pairs between 192 epitopes and 23,139 TCRs. Binary Classification. Given a T-cell receptor sequence (or CDR3 region) and an epitope sequence, predict whether binding occurs between them. (1) The TCR CDR3 sequence is CASSLEQNPNTGELFF. Result: 1 (the TCR binds to the epitope). The epitope is FTISVTTEIL. (2) The epitope is FSKQLQQSM. The TCR CDR3 sequence is CASSDSPGEETQYF. Result: 0 (the TCR does not bind to the epitope). (3) The epitope is FLPRVFSAV. The TCR CDR3 sequence is CASSLQLGASNQPQHF. Result: 1 (the TCR binds to the epitope). (4) The TCR CDR3 sequence is CSVLAGVSYEQYF. The epitope is FIAGLIAIV. Result: 1 (the TCR binds to the epitope).